From a dataset of Full USPTO retrosynthesis dataset with 1.9M reactions from patents (1976-2016). Predict the reactants needed to synthesize the given product. Given the product [O:17]1[CH:18]=[CH:19][C:15]([C:10]2[N:11]=[C:12]([NH:14][C:28](=[O:29])[CH2:27][C:23]3[CH:22]=[N:21][CH:26]=[CH:25][CH:24]=3)[S:13][C:9]=2[C:7]([CH:4]2[CH2:5][CH2:6][O:1][CH2:2][CH2:3]2)=[O:8])=[CH:16]1, predict the reactants needed to synthesize it. The reactants are: [O:1]1[CH2:6][CH2:5][CH:4]([C:7]([C:9]2[S:13][C:12]([NH2:14])=[N:11][C:10]=2[C:15]2[CH:19]=[CH:18][O:17][CH:16]=2)=[O:8])[CH2:3][CH2:2]1.Cl.[N:21]1[CH:26]=[CH:25][CH:24]=[C:23]([CH2:27][C:28](O)=[O:29])[CH:22]=1.CCN=C=NCCCN(C)C.Cl.O.ON1C2C=CC=CC=2N=N1.C(N(CC)CC)C.C(=O)([O-])O.[Na+].